Dataset: Catalyst prediction with 721,799 reactions and 888 catalyst types from USPTO. Task: Predict which catalyst facilitates the given reaction. (1) Reactant: [F:1][C:2]1[CH:3]=[CH:4][C:5]([C:26]2[S:27][CH:28]=[C:29]([CH3:31])[N:30]=2)=[C:6]([NH:8][C:9]([O:11][CH2:12][CH:13]2[CH2:18][CH2:17][N:16](C(OC(C)(C)C)=O)[CH2:15][CH2:14]2)=[O:10])[CH:7]=1.Cl. Product: [F:1][C:2]1[CH:3]=[CH:4][C:5]([C:26]2[S:27][CH:28]=[C:29]([CH3:31])[N:30]=2)=[C:6]([NH:8][C:9](=[O:10])[O:11][CH2:12][CH:13]2[CH2:18][CH2:17][NH:16][CH2:15][CH2:14]2)[CH:7]=1. The catalyst class is: 269. (2) Reactant: Cl.C(OCC)(=O)C.C(OC([NH:15][CH2:16][CH2:17][CH2:18][C:19]([NH:21][C:22]1[CH:31]=[CH:30][C:29]([Cl:32])=[CH:28][C:23]=1[C:24]([O:26][CH3:27])=[O:25])=[O:20])=O)(C)(C)C. Product: [ClH:32].[NH2:15][CH2:16][CH2:17][CH2:18][C:19]([NH:21][C:22]1[CH:31]=[CH:30][C:29]([Cl:32])=[CH:28][C:23]=1[C:24]([O:26][CH3:27])=[O:25])=[O:20]. The catalyst class is: 13. (3) Reactant: [CH:1]([N:4]1[C:24]2[CH:23]=[CH:22][C:9]3([CH2:14][CH2:13][N:12]([C:15]([O:17][C:18]([CH3:21])([CH3:20])[CH3:19])=[O:16])[CH2:11][CH2:10]3)[CH2:8][C:7]=2[CH:6]=[N:5]1)([CH3:3])[CH3:2].BrN1C(=[O:31])CCC1=O. Product: [CH:1]([N:4]1[C:24]2[C:23](=[O:31])[CH2:22][C:9]3([CH2:10][CH2:11][N:12]([C:15]([O:17][C:18]([CH3:19])([CH3:21])[CH3:20])=[O:16])[CH2:13][CH2:14]3)[CH2:8][C:7]=2[CH:6]=[N:5]1)([CH3:3])[CH3:2]. The catalyst class is: 5. (4) Reactant: C[Mg+].[Br-].CCOCC.[CH:9]([NH:12][CH:13]([CH3:15])[CH3:14])([CH3:11])[CH3:10].[Cl:16][C:17]1[CH:24]=[CH:23][CH:22]=[C:21]([Cl:25])[C:18]=1[C:19]#[N:20]. Product: [CH:9]([N:12]([CH:13]([CH3:15])[CH3:14])[C:19](=[NH:20])[C:18]1[C:17]([Cl:16])=[CH:24][CH:23]=[CH:22][C:21]=1[Cl:25])([CH3:11])[CH3:10]. The catalyst class is: 11. (5) Reactant: [CH3:1][O:2][C:3](=[O:34])[C:4]1[CH:9]=[CH:8][C:7]([C:10]2[C:18]3[C:13](=[CH:14][C:15](Br)=[CH:16][CH:17]=3)[N:12]([C:20](=[O:32])[C:21]3[C:26]([C:27]([F:30])([F:29])[F:28])=[CH:25][CH:24]=[CH:23][C:22]=3[Cl:31])[N:11]=2)=[C:6]([F:33])[CH:5]=1.[NH:35]1[CH2:39][CH2:38][NH:37][C:36]1=[O:40].C([O-])([O-])=O.[Cs+].[Cs+]. Product: [CH3:1][O:2][C:3](=[O:34])[C:4]1[CH:9]=[CH:8][C:7]([C:10]2[C:18]3[C:13](=[CH:14][C:15]([N:35]4[CH2:39][CH2:38][NH:37][C:36]4=[O:40])=[CH:16][CH:17]=3)[N:12]([C:20](=[O:32])[C:21]3[C:26]([C:27]([F:30])([F:29])[F:28])=[CH:25][CH:24]=[CH:23][C:22]=3[Cl:31])[N:11]=2)=[C:6]([F:33])[CH:5]=1. The catalyst class is: 102. (6) Reactant: [CH3:1][O:2][C:3]1[CH:15]=[CH:14][C:6]([C:7]([S:9][CH2:10][C:11]([OH:13])=[O:12])=[O:8])=[CH:5][C:4]=1[O:16][S:17]([CH3:20])(=[O:19])=[O:18].C(Cl)CCl.[Cl:25][C:26]1[CH:27]=[N+:28]([O-:51])[CH:29]=[C:30]([Cl:50])[C:31]=1[CH2:32][C@@H:33]([C:35]1[CH:40]=[CH:39][C:38]([O:41][CH:42]([F:44])[F:43])=[C:37]([O:45][CH2:46][CH:47]2[CH2:49][CH2:48]2)[CH:36]=1)O. Product: [Cl:25][C:26]1[CH:27]=[N+:28]([O-:51])[CH:29]=[C:30]([Cl:50])[C:31]=1[CH2:32][C@@H:33]([C:35]1[CH:40]=[CH:39][C:38]([O:41][CH:42]([F:44])[F:43])=[C:37]([O:45][CH2:46][CH:47]2[CH2:49][CH2:48]2)[CH:36]=1)[O:12][C:11](=[O:13])[CH2:10][S:9][C:7](=[O:8])[C:6]1[CH:14]=[CH:15][C:3]([O:2][CH3:1])=[C:4]([O:16][S:17]([CH3:20])(=[O:19])=[O:18])[CH:5]=1. The catalyst class is: 64. (7) Reactant: I.[Cl:2][C:3]1[CH:15]=[C:14]([O:16]C)[CH:13]=[C:12]([O:18][CH3:19])[C:4]=1[CH2:5][N:6]1[CH2:11][CH2:10][CH2:9][CH2:8][CH2:7]1. Product: [Cl:2][C:3]1[CH:15]=[C:14]([OH:16])[CH:13]=[C:12]([O:18][CH3:19])[C:4]=1[CH2:5][N:6]1[CH2:7][CH2:8][CH2:9][CH2:10][CH2:11]1. The catalyst class is: 813. (8) Reactant: [C:1]([C:3]1[CH:8]=[CH:7][CH:6]=[CH:5][C:4]=1[N:9]1[CH2:14][CH2:13][NH:12][CH2:11][CH2:10]1)#[N:2].[C:15]([O-:18])([O-])=[O:16].[K+].[K+]. Product: [C:15]([N:12]1[CH2:13][CH2:14][N:9]([C:4]2[CH:5]=[CH:6][CH:7]=[CH:8][C:3]=2[C:1]#[N:2])[CH2:10][CH2:11]1)([O:18][C:3]([CH3:8])([CH3:4])[CH3:1])=[O:16]. The catalyst class is: 249. (9) Reactant: [Br:1][C:2]1[CH:9]=[CH:8][CH:7]=[CH:6][C:3]=1[CH2:4]Br.[C:10]([C:12]1[CH:17]=[C:16]([Cl:18])[CH:15]=[CH:14][C:13]=1[OH:19])#[N:11].[H-].[Na+]. Product: [Br:1][C:2]1[CH:9]=[CH:8][CH:7]=[CH:6][C:3]=1[CH2:4][O:19][C:13]1[CH:14]=[CH:15][C:16]([Cl:18])=[CH:17][C:12]=1[C:10]#[N:11]. The catalyst class is: 3. (10) Reactant: C(O[C:5](=[O:7])[CH3:6])(=O)C.[CH2:8]([C:10]1[CH:16]=[CH:15][C:13]([NH2:14])=[CH:12][CH:11]=1)[CH3:9].[N+:17]([O-])([OH:19])=[O:18]. Product: [CH2:8]([C:10]1[CH:16]=[CH:15][C:13]([NH:14][C:5](=[O:7])[CH3:6])=[C:12]([N+:17]([O-:19])=[O:18])[CH:11]=1)[CH3:9]. The catalyst class is: 25.